Dataset: NCI-60 drug combinations with 297,098 pairs across 59 cell lines. Task: Regression. Given two drug SMILES strings and cell line genomic features, predict the synergy score measuring deviation from expected non-interaction effect. (1) Drug 1: COC1=CC(=CC(=C1O)OC)C2C3C(COC3=O)C(C4=CC5=C(C=C24)OCO5)OC6C(C(C7C(O6)COC(O7)C8=CC=CS8)O)O. Drug 2: C1=CN(C=N1)CC(O)(P(=O)(O)O)P(=O)(O)O. Cell line: OVCAR-8. Synergy scores: CSS=-1.89, Synergy_ZIP=-11.6, Synergy_Bliss=-25.1, Synergy_Loewe=-49.1, Synergy_HSA=-24.3. (2) Drug 1: CC1=C(C(=O)C2=C(C1=O)N3CC4C(C3(C2COC(=O)N)OC)N4)N. Drug 2: CNC(=O)C1=NC=CC(=C1)OC2=CC=C(C=C2)NC(=O)NC3=CC(=C(C=C3)Cl)C(F)(F)F. Cell line: NCIH23. Synergy scores: CSS=41.9, Synergy_ZIP=-14.2, Synergy_Bliss=-25.3, Synergy_Loewe=-25.9, Synergy_HSA=-18.8.